Dataset: Full USPTO retrosynthesis dataset with 1.9M reactions from patents (1976-2016). Task: Predict the reactants needed to synthesize the given product. Given the product [OH:43][C:29]1[CH:30]=[CH:31][C:11]([N:9]([CH3:10])[C:7](=[O:8])[CH3:13])=[CH:26][CH:28]=1, predict the reactants needed to synthesize it. The reactants are: [CH3:10][N:9]([CH3:11])[C:7](N=N[C:7]([N:9]([CH3:11])[CH3:10])=[O:8])=[O:8].[CH2:13](P(CCCC)CCCC)CCC.[CH2:26]([C:28]1[C:29]([O:43]COC)=[C:30](C(CO)=CC=1)[C:31](OC(C)(C)C)=O)C.